This data is from Forward reaction prediction with 1.9M reactions from USPTO patents (1976-2016). The task is: Predict the product of the given reaction. (1) Given the reactants [CH:1](=[N:8]/[OH:9])\[C:2]1[CH:7]=[CH:6][CH:5]=[CH:4][CH:3]=1.CC1C=CC(S([N-]Cl)(=O)=O)=CC=1.O.O.O.[Na+].[CH2:26]([Sn:30]([CH2:37][CH2:38][CH2:39][CH3:40])([CH2:33][CH2:34][CH2:35][CH3:36])[C:31]#[CH:32])[CH2:27][CH2:28][CH3:29].[OH-].[Na+].[OH-].[NH4+], predict the reaction product. The product is: [C:2]1([C:1]2[CH:32]=[C:31]([Sn:30]([CH2:26][CH2:27][CH2:28][CH3:29])([CH2:37][CH2:38][CH2:39][CH3:40])[CH2:33][CH2:34][CH2:35][CH3:36])[O:9][N:8]=2)[CH:7]=[CH:6][CH:5]=[CH:4][CH:3]=1. (2) Given the reactants [H-].[Na+].C[Si](C)(C)N[Si](C)(C)C.[O:12]1[C:16]2=[N:17][CH:18]=[CH:19][CH:20]=[C:15]2[C:14](=O)[CH2:13]1.[OH2:22].[O:23]1[CH2:27][CH2:26][CH2:25][CH2:24]1, predict the reaction product. The product is: [CH2:24]([O:23][C:27](=[O:22])[CH2:26][C:14]1[C:15]2[C:16](=[N:17][CH:18]=[CH:19][CH:20]=2)[O:12][CH:13]=1)[CH3:25]. (3) Given the reactants [Cl:1][C:2]1[CH:7]=[C:6]([Cl:8])[CH:5]=[CH:4][C:3]=1[C:9]1[NH:14][C:13](=[O:15])[N:12]2[N:16]=[C:17]([CH:19]3[CH2:24][CH2:23][N:22](C(OC(C)(C)C)=O)[CH2:21][CH2:20]3)[N:18]=[C:11]2[CH:10]=1.Cl, predict the reaction product. The product is: [ClH:1].[Cl:1][C:2]1[CH:7]=[C:6]([Cl:8])[CH:5]=[CH:4][C:3]=1[C:9]1[NH:14][C:13](=[O:15])[N:12]2[N:16]=[C:17]([CH:19]3[CH2:24][CH2:23][NH:22][CH2:21][CH2:20]3)[N:18]=[C:11]2[CH:10]=1. (4) Given the reactants [C:1]([O:5][C:6]([N:8]1[CH2:13][CH2:12][CH2:11][CH:10]([CH2:14][O:15][C:16]2[CH:21]=[CH:20][C:19]([C:22]([F:25])([F:24])[F:23])=[CH:18][C:17]=2[NH:26][C:27](OC2C=CC([N+]([O-])=O)=CC=2)=[O:28])[CH2:9]1)=[O:7])([CH3:4])([CH3:3])[CH3:2].[F:39][C:40]([F:49])([F:48])[C:41]1[N:42]=[CH:43][C:44]([NH2:47])=[N:45][CH:46]=1, predict the reaction product. The product is: [C:1]([O:5][C:6]([N:8]1[CH2:13][CH2:12][CH2:11][CH:10]([CH2:14][O:15][C:16]2[CH:21]=[CH:20][C:19]([C:22]([F:25])([F:24])[F:23])=[CH:18][C:17]=2[NH:26][C:27]([NH:47][C:44]2[CH:43]=[N:42][C:41]([C:40]([F:39])([F:48])[F:49])=[CH:46][N:45]=2)=[O:28])[CH2:9]1)=[O:7])([CH3:4])([CH3:2])[CH3:3]. (5) Given the reactants [Br:1][C:2]1[CH:7]=[CH:6][C:5]([OH:8])=[CH:4][C:3]=1[CH2:9][O:10][CH2:11][O:12][CH3:13].[C:14]([C:16]1[CH:23]=[CH:22][C:19]([CH2:20]Br)=[CH:18][CH:17]=1)#[N:15].C(=O)([O-])[O-].[K+].[K+].O, predict the reaction product. The product is: [Br:1][C:2]1[CH:7]=[CH:6][C:5]([O:8][CH2:20][C:19]2[CH:22]=[CH:23][C:16]([C:14]#[N:15])=[CH:17][CH:18]=2)=[CH:4][C:3]=1[CH2:9][O:10][CH2:11][O:12][CH3:13]. (6) Given the reactants [N+:1]([C:4]1[CH:9]=[CH:8][C:7]([S:10]([NH:13][C:14]2[CH:15]=[C:16]([CH:21]=[CH:22][C:23]=2[NH:24][S:25]([C:28]2[CH:33]=[CH:32][C:31]([N+:34]([O-])=O)=[CH:30][CH:29]=2)(=[O:27])=[O:26])[C:17]([O:19][CH3:20])=[O:18])(=[O:12])=[O:11])=[CH:6][CH:5]=1)([O-])=O, predict the reaction product. The product is: [NH2:1][C:4]1[CH:9]=[CH:8][C:7]([S:10]([NH:13][C:14]2[CH:15]=[C:16]([CH:21]=[CH:22][C:23]=2[NH:24][S:25]([C:28]2[CH:29]=[CH:30][C:31]([NH2:34])=[CH:32][CH:33]=2)(=[O:27])=[O:26])[C:17]([O:19][CH3:20])=[O:18])(=[O:11])=[O:12])=[CH:6][CH:5]=1. (7) Given the reactants [CH3:1][O:2][C:3]1[CH:4]=[C:5]2[C:25](=[CH:26][CH:27]=1)[CH2:24][C:8]1[C:9]3[CH:15]=[CH:14][C:13]([O:16][S:17]([C:20]([F:23])([F:22])[F:21])(=[O:19])=[O:18])=[CH:12][C:10]=3[O:11][C:7]=1[C:6]2([CH3:29])[CH3:28].Cl([O-])=[O:31].[Na+].ON1C(=O)C2=CC=CC=C2C1=O.C(Cl)Cl, predict the reaction product. The product is: [CH3:1][O:2][C:3]1[CH:4]=[C:5]2[C:25](=[CH:26][CH:27]=1)[C:24](=[O:31])[C:8]1[C:9]3[CH:15]=[CH:14][C:13]([O:16][S:17]([C:20]([F:21])([F:23])[F:22])(=[O:18])=[O:19])=[CH:12][C:10]=3[O:11][C:7]=1[C:6]2([CH3:29])[CH3:28]. (8) The product is: [Cl:19][C:5]1[C:6]([C:8]2[CH:9]=[C:10]([NH:14][C:15](=[O:18])[CH:16]=[CH2:17])[CH:11]=[CH:12][CH:13]=2)=[N:7][C:2]([NH:30][C:29]2[CH:28]=[CH:27][C:26]([N:23]3[CH2:24][CH2:25][O:20][CH2:21][CH2:22]3)=[CH:32][CH:31]=2)=[N:3][CH:4]=1. Given the reactants Cl[C:2]1[N:7]=[C:6]([C:8]2[CH:9]=[C:10]([NH:14][C:15](=[O:18])[CH:16]=[CH2:17])[CH:11]=[CH:12][CH:13]=2)[C:5]([Cl:19])=[CH:4][N:3]=1.[O:20]1[CH2:25][CH2:24][N:23]([C:26]2[CH:32]=[CH:31][C:29]([NH2:30])=[CH:28][CH:27]=2)[CH2:22][CH2:21]1.C([O-])([O-])=O.[Cs+].[Cs+].C1(P(C2C=CC=CC=2)C2C3OC4C(=CC=CC=4P(C4C=CC=CC=4)C4C=CC=CC=4)C(C)(C)C=3C=CC=2)C=CC=CC=1, predict the reaction product. (9) The product is: [C:2]1([CH:1]=[CH:9][C:10]2[N:11]=[N:12][CH:13]=[CH:14][CH:15]=2)[CH:7]=[CH:6][CH:5]=[CH:4][CH:3]=1. Given the reactants [CH:1](=O)[C:2]1[CH:7]=[CH:6][CH:5]=[CH:4][CH:3]=1.[CH3:9][C:10]1[N:11]=[N:12][CH:13]=[CH:14][CH:15]=1, predict the reaction product.